This data is from Full USPTO retrosynthesis dataset with 1.9M reactions from patents (1976-2016). The task is: Predict the reactants needed to synthesize the given product. (1) Given the product [Br:12][C:9]1[CH:10]=[CH:11][C:6]([CH:2]([N:25]2[CH2:26][CH2:27][C:21]3([O:20][CH2:19][C:18](=[O:28])[N:17]([CH2:15][CH3:16])[CH2:22]3)[CH2:23][CH2:24]2)[C:3]([NH2:5])=[O:4])=[C:7]([F:13])[CH:8]=1, predict the reactants needed to synthesize it. The reactants are: Br[CH:2]([C:6]1[CH:11]=[CH:10][C:9]([Br:12])=[CH:8][C:7]=1[F:13])[C:3]([NH2:5])=[O:4].Cl.[CH2:15]([N:17]1[CH2:22][C:21]2([CH2:27][CH2:26][NH:25][CH2:24][CH2:23]2)[O:20][CH2:19][C:18]1=[O:28])[CH3:16].C(=O)([O-])[O-].[K+].[K+]. (2) Given the product [F:25][C:14]1[CH:13]=[C:12]([NH:11][C:5]2[C:6]3[N:7]([CH:8]=[CH:9][N:10]=3)[C:2]([C:34]3[CH:42]=[CH:41][C:37]([C:38]([NH2:40])=[O:39])=[CH:36][CH:35]=3)=[CH:3][N:4]=2)[CH:17]=[CH:16][C:15]=1[N:18]1[CH2:23][CH2:22][N:21]([CH3:24])[CH2:20][CH2:19]1, predict the reactants needed to synthesize it. The reactants are: Br[C:2]1[N:7]2[CH:8]=[CH:9][N:10]=[C:6]2[C:5]([NH:11][C:12]2[CH:17]=[CH:16][C:15]([N:18]3[CH2:23][CH2:22][N:21]([CH3:24])[CH2:20][CH2:19]3)=[C:14]([F:25])[CH:13]=2)=[N:4][CH:3]=1.CC1(C)C(C)(C)OB([C:34]2[CH:42]=[CH:41][C:37]([C:38]([NH2:40])=[O:39])=[CH:36][CH:35]=2)O1.C([O-])([O-])=O.[Na+].[Na+]. (3) Given the product [CH2:16]([O:15][C:13]([N:12]([C:3]1([C:7]([O:9][CH3:10])=[O:8])[CH2:4][CH2:5][CH2:6][C:2]1=[O:1])[NH:11][C:18]([O:20][CH2:21][CH3:22])=[O:19])=[O:14])[CH3:17], predict the reactants needed to synthesize it. The reactants are: [O:1]=[C:2]1[CH2:6][CH2:5][CH2:4][CH:3]1[C:7]([O:9][CH3:10])=[O:8].[N:11]([C:18]([O:20][CH2:21][CH3:22])=[O:19])=[N:12][C:13]([O:15][CH2:16][CH3:17])=[O:14]. (4) Given the product [CH3:21][O:22][C:23]1[N:28]=[CH:27][C:26]([C:2]2[CH:20]=[CH:19][C:5]3[N:6]=[C:7]([C@H:9]4[CH2:10][C@H:11]([N:13]5[CH2:14][CH2:15][CH2:16][CH2:17]5)[CH2:12]4)[S:8][C:4]=3[CH:3]=2)=[CH:25][CH:24]=1, predict the reactants needed to synthesize it. The reactants are: Br[C:2]1[CH:20]=[CH:19][C:5]2[N:6]=[C:7]([C@H:9]3[CH2:12][C@H:11]([N:13]4[CH2:17][CH2:16][CH2:15][C@H:14]4C)[CH2:10]3)[S:8][C:4]=2[CH:3]=1.[CH3:21][O:22][C:23]1[N:28]=[CH:27][C:26](B(O)O)=[CH:25][CH:24]=1.N1C=C(B(O)O)C=NC=1. (5) Given the product [C:15]([C:14]1[CH:13]=[CH:12][CH:11]=[C:10]([CH:19]([C:21]2[C:22]([O:33][CH3:34])=[C:23]([C:27]3[CH:28]=[CH:29][CH:30]=[CH:31][CH:32]=3)[CH:24]=[CH:25][CH:26]=2)[CH3:20])[C:9]=1[OH:8])([CH3:16])([CH3:17])[CH3:18], predict the reactants needed to synthesize it. The reactants are: C([O:8][C:9]1[C:14]([C:15]([CH3:18])([CH3:17])[CH3:16])=[CH:13][CH:12]=[CH:11][C:10]=1[C:19]([C:21]1[C:22]([O:33][CH3:34])=[C:23]([C:27]2[CH:32]=[CH:31][CH:30]=[CH:29][CH:28]=2)[CH:24]=[CH:25][CH:26]=1)=[CH2:20])C1C=CC=CC=1. (6) Given the product [CH:18]1([N:15]2[CH2:16][CH2:17][CH:13]([S:9][C:3]3[CH:4]=[CH:5][C:6]([Cl:8])=[CH:7][C:2]=3[Cl:1])[C:14]2=[O:24])[CH2:19][CH2:20][CH2:21][CH2:22][CH2:23]1, predict the reactants needed to synthesize it. The reactants are: [Cl:1][C:2]1[CH:7]=[C:6]([Cl:8])[CH:5]=[CH:4][C:3]=1[SH:9].[H-].[Na+].Br[CH:13]1[CH2:17][CH2:16][N:15]([CH:18]2[CH2:23][CH2:22][CH2:21][CH2:20][CH2:19]2)[C:14]1=[O:24].